From a dataset of Forward reaction prediction with 1.9M reactions from USPTO patents (1976-2016). Predict the product of the given reaction. (1) Given the reactants [CH2:1]([O:8][C:9]1[C:10](=[O:32])[CH:11]=[C:12]([CH2:30][OH:31])[N:13]2[CH:18]([C:19]([O:21][C:22]([CH3:25])([CH3:24])[CH3:23])=[O:20])[CH2:17][N:16]([CH:26]([CH3:28])[CH3:27])[C:15](=[O:29])[C:14]=12)[C:2]1[CH:7]=[CH:6][CH:5]=[CH:4][CH:3]=1.[CH3:33][S:34](Cl)(=[O:36])=[O:35], predict the reaction product. The product is: [CH2:1]([O:8][C:9]1[C:10](=[O:32])[CH:11]=[C:12]([CH2:30][O:31][S:34]([CH3:33])(=[O:36])=[O:35])[N:13]2[CH:18]([C:19]([O:21][C:22]([CH3:25])([CH3:23])[CH3:24])=[O:20])[CH2:17][N:16]([CH:26]([CH3:28])[CH3:27])[C:15](=[O:29])[C:14]=12)[C:2]1[CH:7]=[CH:6][CH:5]=[CH:4][CH:3]=1. (2) Given the reactants [CH3:1][O:2][C:3]1[CH:4]=[C:5]2[C:9](=[CH:10][C:11]=1[O:12][CH3:13])[C:8](=O)[CH2:7][CH2:6]2.[N:15]1[CH:20]=[CH:19][C:18]([CH:21]=O)=[CH:17][CH:16]=1.C1(C)C=CC(S(O)(=O)=O)=CC=1.O, predict the reaction product. The product is: [CH3:13][O:12][C:11]1[CH:10]=[C:9]2[C:5](=[CH:4][C:3]=1[O:2][CH3:1])[C:6](=[CH2:7])[CH:21]([C:18]1[CH:17]=[CH:16][N:15]=[CH:20][CH:19]=1)[CH2:8]2. (3) Given the reactants [F:1][C:2]1[CH:3]=[C:4]([NH2:9])[C:5]([NH2:8])=[CH:6][CH:7]=1.Cl.[CH3:11][C:12](=O)CC(=O)C.C([O-])(O)=O.[Na+], predict the reaction product. The product is: [F:1][C:2]1[CH:7]=[CH:6][C:5]2[NH:8][C:11]([CH3:12])=[N:9][C:4]=2[CH:3]=1. (4) Given the reactants [F:1][C:2]1[C:7]([NH2:8])=[CH:6][CH:5]=[C:4]([F:9])[C:3]=1[NH:10][C:11]1[C:16]([C:17]2[N:25]=[CH:24][N:23]=[C:22]3[C:18]=2[N:19]=[CH:20][N:21]3[CH:26]2[CH2:31][CH2:30][CH2:29][CH2:28][O:27]2)=[CH:15][CH:14]=[CH:13][N:12]=1.[O:32]1[CH2:36][CH2:35][O:34][CH:33]1[C:37]1[O:41][C:40]([S:42](Cl)(=[O:44])=[O:43])=[CH:39][CH:38]=1.N1C=CC=CC=1, predict the reaction product. The product is: [F:1][C:2]1[C:3]([NH:10][C:11]2[C:16]([C:17]3[N:25]=[CH:24][N:23]=[C:22]4[C:18]=3[N:19]=[CH:20][N:21]4[CH:26]3[CH2:31][CH2:30][CH2:29][CH2:28][O:27]3)=[CH:15][CH:14]=[CH:13][N:12]=2)=[C:4]([F:9])[CH:5]=[CH:6][C:7]=1[NH:8][S:42]([C:40]1[O:41][C:37]([CH:33]2[O:34][CH2:35][CH2:36][O:32]2)=[CH:38][CH:39]=1)(=[O:43])=[O:44]. (5) Given the reactants [Cl:1][C:2]1[CH:7]=[CH:6][C:5]([C@H:8]2[N:15]3[C:11]([S:12][C:13]([C:19]([N:21]4[C@H:28]([C:29]#[N:30])[CH2:27][CH2:26][C@H:22]4[C:23](O)=[O:24])=[O:20])=[C:14]3[CH:16]([CH3:18])[CH3:17])=[N:10][C@:9]2([C:32]2[CH:37]=[CH:36][C:35]([Cl:38])=[CH:34][CH:33]=2)[CH3:31])=[CH:4][CH:3]=1.[CH3:39][N:40]1[CH2:45][CH2:44][NH:43][CH2:42][C@H:41]1[CH3:46], predict the reaction product. The product is: [Cl:1][C:2]1[CH:7]=[CH:6][C:5]([C@H:8]2[N:15]3[C:11]([S:12][C:13]([C:19]([N:21]4[C@H:22]([C:23]([N:43]5[CH2:44][CH2:45][N:40]([CH3:39])[C@H:41]([CH3:46])[CH2:42]5)=[O:24])[CH2:26][CH2:27][C@H:28]4[C:29]#[N:30])=[O:20])=[C:14]3[CH:16]([CH3:17])[CH3:18])=[N:10][C@:9]2([C:32]2[CH:33]=[CH:34][C:35]([Cl:38])=[CH:36][CH:37]=2)[CH3:31])=[CH:4][CH:3]=1. (6) Given the reactants [Cl:1][C:2]1[CH:3]=[C:4]([C:12]2[O:16][N:15]=[C:14]([C:17]3[CH:18]=[C:19]4[C:23](=[CH:24][CH:25]=3)[N:22]([CH2:26][CH2:27][CH2:28][C:29]([O:31]CC)=[O:30])[N:21]=[CH:20]4)[N:13]=2)[CH:5]=[CH:6][C:7]=1[O:8][CH:9]([CH3:11])[CH3:10].[OH-].[Na+], predict the reaction product. The product is: [Cl:1][C:2]1[CH:3]=[C:4]([C:12]2[O:16][N:15]=[C:14]([C:17]3[CH:18]=[C:19]4[C:23](=[CH:24][CH:25]=3)[N:22]([CH2:26][CH2:27][CH2:28][C:29]([OH:31])=[O:30])[N:21]=[CH:20]4)[N:13]=2)[CH:5]=[CH:6][C:7]=1[O:8][CH:9]([CH3:11])[CH3:10]. (7) Given the reactants [Si]([O:8][CH:9]1[CH2:14][CH2:13][N:12]([C:15]([C:28]2[CH:33]=[CH:32][CH:31]=[CH:30][CH:29]=2)([C:22]2[CH:27]=[CH:26][CH:25]=[CH:24][CH:23]=2)[C:16]2[CH:21]=[CH:20][CH:19]=[CH:18][CH:17]=2)[CH2:11]/[C:10]/1=[CH:34]\[C:35]([O:37][CH2:38][CH3:39])=[O:36])(C(C)(C)C)(C)C.Cl[CH2:41]Cl, predict the reaction product. The product is: [CH2:38]([O:37][C:35](/[C:34](=[C:10]1\[CH2:11][N:12]([C:15]([C:22]2[CH:27]=[CH:26][CH:25]=[CH:24][CH:23]=2)([C:28]2[CH:33]=[CH:32][CH:31]=[CH:30][CH:29]=2)[C:16]2[CH:17]=[CH:18][CH:19]=[CH:20][CH:21]=2)[CH2:13][CH2:14][CH:9]\1[OH:8])/[CH3:41])=[O:36])[CH3:39]. (8) Given the reactants [CH3:1][O:2][C:3](=[O:14])[CH2:4][O:5][C:6]1[CH:11]=[CH:10][C:9]([Cl:12])=[C:8]([NH2:13])[CH:7]=1.[Cl:15][C:16]1[CH:29]=[C:28]([S:30]([CH3:33])(=[O:32])=[O:31])[CH:27]=[CH:26][C:17]=1[CH2:18][CH:19]([C:23](=O)[CH3:24])[C:20](=O)[CH3:21], predict the reaction product. The product is: [CH3:1][O:2][C:3](=[O:14])[CH2:4][O:5][C:6]1[CH:11]=[CH:10][C:9]([Cl:12])=[C:8]2[C:7]=1[C:20]([CH3:21])=[C:19]([CH2:18][C:17]1[CH:26]=[CH:27][C:28]([S:30]([CH3:33])(=[O:32])=[O:31])=[CH:29][C:16]=1[Cl:15])[C:23]([CH3:24])=[N:13]2. (9) Given the reactants [OH:1][C:2]1[CH:3]=[C:4]([CH:7]=[CH:8][CH:9]=1)[CH:5]=[O:6].[CH2:10](Br)[CH2:11][C:12]1[CH:17]=[CH:16][CH:15]=[CH:14][CH:13]=1, predict the reaction product. The product is: [CH2:10]([O:1][C:2]1[CH:3]=[C:4]([CH:7]=[CH:8][CH:9]=1)[CH:5]=[O:6])[CH2:11][C:12]1[CH:17]=[CH:16][CH:15]=[CH:14][CH:13]=1. (10) The product is: [CH3:10][O:11][C:12]1[CH:19]=[CH:18][C:15]([CH2:16][NH:17][CH:3]=[C:4]2[CH2:8][CH2:7][O:6][C:5]2=[O:9])=[CH:14][CH:13]=1. Given the reactants [Na].O[CH:3]=[C:4]1[CH2:8][CH2:7][O:6][C:5]1=[O:9].[CH3:10][O:11][C:12]1[CH:19]=[CH:18][C:15]([CH2:16][NH2:17])=[CH:14][CH:13]=1, predict the reaction product.